From a dataset of Full USPTO retrosynthesis dataset with 1.9M reactions from patents (1976-2016). Predict the reactants needed to synthesize the given product. (1) Given the product [N:16]1([S:13]([C:10]2[CH:11]=[CH:12][C:7]([B:21]([OH:26])[OH:22])=[CH:8][CH:9]=2)(=[O:15])=[O:14])[CH2:20][CH2:19][CH2:18][CH2:17]1, predict the reactants needed to synthesize it. The reactants are: C([Li])CCC.Br[C:7]1[CH:12]=[CH:11][C:10]([S:13]([N:16]2[CH2:20][CH2:19][CH2:18][CH2:17]2)(=[O:15])=[O:14])=[CH:9][CH:8]=1.[B:21](OC(C)C)([O:26]C(C)C)[O:22]C(C)C. (2) Given the product [C:8]([C:7]1[CH:6]=[CH:5][C:4]([NH:10][C@@H:11]2[CH2:16][CH2:15][CH2:14][CH2:13][C@@H:12]2[NH:17][C:18](=[O:24])[O:19][C:20]([CH3:23])([CH3:22])[CH3:21])=[CH:3][C:2]=1[NH:30][C:29]1[CH:31]=[CH:32][C:26]([F:25])=[CH:27][CH:28]=1)#[N:9], predict the reactants needed to synthesize it. The reactants are: Br[C:2]1[CH:3]=[C:4]([NH:10][C@@H:11]2[CH2:16][CH2:15][CH2:14][CH2:13][C@@H:12]2[NH:17][C:18](=[O:24])[O:19][C:20]([CH3:23])([CH3:22])[CH3:21])[CH:5]=[CH:6][C:7]=1[C:8]#[N:9].[F:25][C:26]1[CH:32]=[CH:31][C:29]([NH2:30])=[CH:28][CH:27]=1.C1C=CC(P(C2C(C3C(P(C4C=CC=CC=4)C4C=CC=CC=4)=CC=C4C=3C=CC=C4)=C3C(C=CC=C3)=CC=2)C2C=CC=CC=2)=CC=1.C([O-])([O-])=O.[K+].[K+]. (3) Given the product [CH3:28][O:27][C:23](=[O:26])[CH2:24][CH2:25][N:8]1[C:7]2[CH:11]=[C:12]([CH3:16])[CH:13]=[C:14]([CH3:15])[C:6]=2[O:5][CH:4]([CH:1]([CH3:3])[CH3:2])[C:9]1=[O:10], predict the reactants needed to synthesize it. The reactants are: [CH:1]([CH:4]1[C:9](=[O:10])[NH:8][C:7]2[CH:11]=[C:12]([CH3:16])[CH:13]=[C:14]([CH3:15])[C:6]=2[O:5]1)([CH3:3])[CH3:2].C(=O)([O-])[O-].[K+].[K+].[C:23]([O:27][CH3:28])(=[O:26])[CH:24]=[CH2:25].C(O)(=O)CC(CC(O)=O)(C(O)=O)O. (4) Given the product [CH2:12]([N:11]1[C:10]([C:15]2[S:16][CH:17]=[CH:18][CH:19]=2)=[C:9]2[C:13](=[C:6]([C:2]3[S:1][CH:5]=[CH:4][CH:3]=3)[N:7]([CH2:28][CH2:29][CH2:30][CH2:31][CH2:32][CH2:33][CH2:34][CH2:35][CH2:36][CH2:37][CH2:38][CH2:39][CH2:40][CH3:41])[C:8]2=[O:20])[C:21]1=[O:24])[CH2:40][CH2:39][CH2:38][CH2:37][CH2:36][CH2:35][CH2:34][CH2:33][CH2:32][CH2:31][CH2:30][CH2:29][CH3:28], predict the reactants needed to synthesize it. The reactants are: [S:1]1[CH:5]=[CH:4][CH:3]=[C:2]1[C:6]1[NH:7][C:8](=[O:20])[C:9]2[C:13]=1[C:12](=O)[NH:11][C:10]=2[C:15]1[S:16][CH:17]=[CH:18][CH:19]=1.[C:21]([O-:24])([O-])=O.[Cs+].[Cs+].Br[CH2:28][CH2:29][CH2:30][CH2:31][CH2:32][CH2:33][CH2:34][CH2:35][CH2:36][CH2:37][CH2:38][CH2:39][CH2:40][CH3:41].